From a dataset of Forward reaction prediction with 1.9M reactions from USPTO patents (1976-2016). Predict the product of the given reaction. (1) Given the reactants [CH2:1]([C:3]1[CH:8]=[CH:7][C:6]([CH:9]2[CH2:14][N:13]([C:15]([N:17]3[CH2:22][CH2:21][O:20][CH2:19][CH2:18]3)=[O:16])[CH2:12][CH:11]([C:23](O)=[O:24])[CH2:10]2)=[CH:5][CH:4]=1)[CH3:2].[Cl:26][C:27]1[CH:28]=[C:29]([C:34](=[N:36]O)[NH2:35])[CH:30]=[CH:31][C:32]=1[F:33], predict the reaction product. The product is: [Cl:26][C:27]1[CH:28]=[C:29]([C:34]2[N:36]=[C:23]([CH:11]3[CH2:10][CH:9]([C:6]4[CH:5]=[CH:4][C:3]([CH2:1][CH3:2])=[CH:8][CH:7]=4)[CH2:14][N:13]([C:15]([N:17]4[CH2:22][CH2:21][O:20][CH2:19][CH2:18]4)=[O:16])[CH2:12]3)[O:24][N:35]=2)[CH:30]=[CH:31][C:32]=1[F:33]. (2) The product is: [I:1][C:2]1[CH:3]=[C:4]2[N:28]=[C:29]([NH:31][C:32](=[O:36])[O:33][CH2:34][CH3:35])[N:8]([CH2:9][C:10]3[CH:15]=[CH:14][C:13]([O:16][CH2:17][C:18]4[CH:23]=[CH:22][C:21]([O:24][CH3:25])=[CH:20][CH:19]=4)=[C:12]([O:26][CH3:27])[CH:11]=3)[C:5]2=[N:6][CH:7]=1. Given the reactants [I:1][C:2]1[CH:3]=[C:4]([NH:28][C:29]([NH:31][C:32](=[O:36])[O:33][CH2:34][CH3:35])=S)[C:5]([NH:8][CH2:9][C:10]2[CH:15]=[CH:14][C:13]([O:16][CH2:17][C:18]3[CH:23]=[CH:22][C:21]([O:24][CH3:25])=[CH:20][CH:19]=3)=[C:12]([O:26][CH3:27])[CH:11]=2)=[N:6][CH:7]=1.C(N(CC)CC)C.C1(S(Cl)(=O)=O)C=CC=CC=1, predict the reaction product. (3) Given the reactants [C:1]1([C:7]2[CH:12]=[C:11]([C:13]3[CH:18]=[CH:17][CH:16]=[CH:15][CH:14]=3)[NH:10][C:9](=[O:19])[CH:8]=2)[CH:6]=[CH:5][CH:4]=[CH:3][CH:2]=1.Br[CH2:21][CH2:22][CH2:23][C:24]#[N:25], predict the reaction product. The product is: [C:1]1([C:7]2[CH:12]=[C:11]([C:13]3[CH:14]=[CH:15][CH:16]=[CH:17][CH:18]=3)[N:10]=[C:9]([O:19][CH2:21][CH2:22][CH2:23][C:24]#[N:25])[CH:8]=2)[CH:2]=[CH:3][CH:4]=[CH:5][CH:6]=1. (4) Given the reactants Br[C:2]1([C:6]([O:8][CH2:9][CH3:10])=[O:7])[CH2:5][CH2:4][CH2:3]1.CN(C=O)C.[N:16]1[C:25]2[C:20](=[CH:21][CH:22]=[CH:23][CH:24]=2)[C:19]([SH:26])=[CH:18][CH:17]=1.[Na], predict the reaction product. The product is: [N:16]1[C:25]2[C:20](=[CH:21][CH:22]=[CH:23][CH:24]=2)[C:19]([S:26][C:2]2([C:6]([O:8][CH2:9][CH3:10])=[O:7])[CH2:5][CH2:4][CH2:3]2)=[CH:18][CH:17]=1.